Dataset: Reaction yield outcomes from USPTO patents with 853,638 reactions. Task: Predict the reaction yield, written as a fraction of the theoretical maximum amount of product (1.0 means a 100% yield; for example, 0.34 means a 34% yield). (1) The reactants are [F:1][C:2]([F:18])([F:17])[CH:3]([C:5]1[CH:10]=[CH:9][CH:8]=[CH:7][C:6]=1[C:11]1[C:15]([CH3:16])=[CH:14][S:13][CH:12]=1)[OH:4].[NH2:19][C:20]1[N:25]=[C:24](Cl)[CH:23]=[C:22]([Cl:27])[N:21]=1.C(=O)([O-])[O-].[Cs+].[Cs+].O1CCOCC1. The catalyst is C(OCC)(=O)C. The product is [Cl:27][C:22]1[CH:23]=[C:24]([O:4][CH:3]([C:5]2[CH:10]=[CH:9][CH:8]=[CH:7][C:6]=2[C:11]2[C:15]([CH3:16])=[CH:14][S:13][CH:12]=2)[C:2]([F:1])([F:17])[F:18])[N:25]=[C:20]([NH2:19])[N:21]=1. The yield is 0.760. (2) The reactants are [CH2:1]([O:8][C:9]1[C:18](=[O:19])[N:17]2[C:12]([CH2:13][O:14][CH2:15][CH2:16]2)=[N:11][C:10]=1[C:20]([O:22]CC)=[O:21])[C:2]1[CH:7]=[CH:6][CH:5]=[CH:4][CH:3]=1.[OH-].[Na+].Cl.C(OCC)(=O)C. The catalyst is C(O)C. The product is [CH2:1]([O:8][C:9]1[C:18](=[O:19])[N:17]2[C:12]([CH2:13][O:14][CH2:15][CH2:16]2)=[N:11][C:10]=1[C:20]([OH:22])=[O:21])[C:2]1[CH:3]=[CH:4][CH:5]=[CH:6][CH:7]=1. The yield is 0.960. (3) The reactants are Cl[C:2]1[N:7]=[C:6]([N:8]2[CH2:13][CH2:12][O:11][CH2:10][CH2:9]2)[N:5]=[C:4]([N:14]2[C:18]3[CH:19]=[CH:20][CH:21]=[CH:22][C:17]=3[N:16]=[C:15]2[CH:23]([F:25])[F:24])[N:3]=1.[NH2:26][CH2:27][C:28]1[CH:29]=[N:30][CH:31]=[CH:32][CH:33]=1. The catalyst is O1CCOCC1.O. The product is [F:24][CH:23]([F:25])[C:15]1[N:14]([C:4]2[N:5]=[C:6]([N:8]3[CH2:13][CH2:12][O:11][CH2:10][CH2:9]3)[N:7]=[C:2]([NH:26][CH2:27][C:28]3[CH:29]=[N:30][CH:31]=[CH:32][CH:33]=3)[N:3]=2)[C:18]2[CH:19]=[CH:20][CH:21]=[CH:22][C:17]=2[N:16]=1. The yield is 0.590. (4) The reactants are [C:1]([O:5][C:6]([NH:8][CH:9]1[CH2:14][CH2:13][CH2:12][CH:11]([CH2:15]C(O)=O)[CH2:10]1)=[O:7])([CH3:4])([CH3:3])[CH3:2].CC[N:21]([CH2:24]C)CC.C1C=CC(P(N=[N+]=[N-])(C2C=CC=CC=2)=[O:33])=CC=1.[CH2:43]([OH:50])[C:44]1[CH:49]=[CH:48][CH:47]=[CH:46][CH:45]=1. The catalyst is C1(C)C=CC=CC=1.CCOC(C)=O. The product is [C:44]1([CH2:43][O:50][C:24]([NH:21][CH2:15][C@@H:11]2[CH2:12][CH2:13][CH2:14][C@H:9]([NH:8][C:6]([O:5][C:1]([CH3:2])([CH3:3])[CH3:4])=[O:7])[CH2:10]2)=[O:33])[CH:49]=[CH:48][CH:47]=[CH:46][CH:45]=1. The yield is 0.630. (5) The reactants are [CH3:1][O:2][C:3]1[CH:11]=[C:10]([N+:12]([O-:14])=[O:13])[CH:9]=[CH:8][C:4]=1[C:5]([OH:7])=[O:6].[C:15](=O)([O-])[O-].[K+].[K+].IC. No catalyst specified. The product is [CH3:1][O:2][C:3]1[CH:11]=[C:10]([N+:12]([O-:14])=[O:13])[CH:9]=[CH:8][C:4]=1[C:5]([O:7][CH3:15])=[O:6]. The yield is 0.770. (6) The reactants are [OH:1][CH2:2][C@@H:3]1[O:7][C:6](=[O:8])[N:5]([C:9]2[CH:14]=[CH:13][C:12]([S:15][CH3:16])=[CH:11][CH:10]=2)[CH2:4]1.C(OC[C@@H]1OC1)(=O)CCC.O[C:28]1[CH:32]=[CH:31][O:30][N:29]=1.CC(OC(/N=N/C(OC(C)C)=O)=O)C.C1(P(C2C=CC=CC=2)C2C=CC=CC=2)C=CC=CC=1. The catalyst is C1COCC1. The product is [O:30]1[CH:31]=[CH:32][C:28]([O:1][CH2:2][C@@H:3]2[O:7][C:6](=[O:8])[N:5]([C:9]3[CH:14]=[CH:13][C:12]([S:15][CH3:16])=[CH:11][CH:10]=3)[CH2:4]2)=[N:29]1. The yield is 0.610. (7) The product is [NH2:10][C:19]1[C:18]([N+:21]([O-:23])=[O:22])=[C:14]([CH:13]=[C:12]([Cl:11])[CH:20]=1)[C:15]([OH:17])=[O:16]. The yield is 0.605. The reactants are CC(C)([O-])C.[K+].Cl.CO[NH2:10].[Cl:11][C:12]1[CH:13]=[C:14]([C:18]([N+:21]([O-:23])=[O:22])=[CH:19][CH:20]=1)[C:15]([OH:17])=[O:16]. The catalyst is CN(C=O)C.O.C([O-])(=O)C.[Cu+2].C([O-])(=O)C.